Dataset: Catalyst prediction with 721,799 reactions and 888 catalyst types from USPTO. Task: Predict which catalyst facilitates the given reaction. (1) Reactant: [Cl:1][C:2]1[C:27]([C:28]([F:31])([F:30])[F:29])=[CH:26][CH:25]=[CH:24][C:3]=1[CH2:4][N:5]([CH2:10][CH:11]([C:18]1[CH:23]=[CH:22][CH:21]=[CH:20][CH:19]=1)[C:12]1[CH:17]=[CH:16][CH:15]=[CH:14][CH:13]=1)[CH2:6][CH2:7][CH2:8][OH:9].[C:32]([O:36][C:37]([N:39]1[CH2:44][CH2:43][N:42]([C:45]2[CH:50]=[CH:49][CH:48]=[C:47](O)[CH:46]=2)[CH2:41][CH2:40]1)=[O:38])([CH3:35])([CH3:34])[CH3:33].C1(P(C2C=CC=CC=2)C2C=CC=CC=2)C=CC=CC=1.CC(OC(/N=N/C(OC(C)C)=O)=O)C. Product: [C:32]([O:36][C:37]([N:39]1[CH2:44][CH2:43][N:42]([C:45]2[CH:50]=[CH:49][CH:48]=[C:47]([O:9][CH2:8][CH2:7][CH2:6][N:5]([CH2:4][C:3]3[CH:24]=[CH:25][CH:26]=[C:27]([C:28]([F:29])([F:30])[F:31])[C:2]=3[Cl:1])[CH2:10][CH:11]([C:12]3[CH:17]=[CH:16][CH:15]=[CH:14][CH:13]=3)[C:18]3[CH:19]=[CH:20][CH:21]=[CH:22][CH:23]=3)[CH:46]=2)[CH2:41][CH2:40]1)=[O:38])([CH3:35])([CH3:33])[CH3:34]. The catalyst class is: 11. (2) Reactant: [OH:1][C@@H:2]([CH3:13])[CH2:3][N:4]1[CH:8]=[C:7]([C:9]([OH:11])=O)[N:6]=[C:5]1[CH3:12].[NH2:14][C@@H:15]([CH3:32])[CH2:16][N:17]1[CH:21]=[CH:20][C:19]([C:22]2[CH:29]=[C:28]([F:30])[C:25]([C:26]#[N:27])=[C:24]([Cl:31])[CH:23]=2)=[N:18]1.CN(C=O)C. Product: [Cl:31][C:24]1[CH:23]=[C:22]([C:19]2[CH:20]=[CH:21][N:17]([CH2:16][C@@H:15]([NH:14][C:9]([C:7]3[N:6]=[C:5]([CH3:12])[N:4]([CH2:3][C@@H:2]([OH:1])[CH3:13])[CH:8]=3)=[O:11])[CH3:32])[N:18]=2)[CH:29]=[C:28]([F:30])[C:25]=1[C:26]#[N:27]. The catalyst class is: 2. (3) Reactant: [C:1]1([N:7]2[C:11]3[CH:12]=[CH:13][CH:14]=[CH:15][C:10]=3[N:9]=[C:8]2[C@@H:16]([NH2:18])[CH3:17])[CH:6]=[CH:5][CH:4]=[CH:3][CH:2]=1.Cl[C:20]1[CH:25]=[CH:24][N:23]=[C:22]([NH2:26])[N:21]=1. The catalyst class is: 8. Product: [C:1]1([N:7]2[C:11]3[CH:12]=[CH:13][CH:14]=[CH:15][C:10]=3[N:9]=[C:8]2[C@@H:16]([NH:18][C:20]2[CH:25]=[CH:24][N:23]=[C:22]([NH2:26])[N:21]=2)[CH3:17])[CH:2]=[CH:3][CH:4]=[CH:5][CH:6]=1. (4) Reactant: C([N:8]1[CH2:13][CH2:12][N:11]([C:14]2[O:15][C:16]3[C:21]([N:22]=2)=[CH:20][CH:19]=[CH:18][N:17]=3)[C@@H:10]([CH3:23])[CH2:9]1)C1C=CC=CC=1.Cl.C([O-])=O.[NH4+]. Product: [CH3:23][C@H:10]1[CH2:9][NH:8][CH2:13][CH2:12][N:11]1[C:14]1[O:15][C:16]2[C:21]([N:22]=1)=[CH:20][CH:19]=[CH:18][N:17]=2. The catalyst class is: 19. (5) Reactant: [NH2:1][CH2:2][CH2:3][NH:4][C:5](=[O:28])[CH2:6][C:7]1[C:15]2[C:10](=[CH:11][CH:12]=[C:13]([O:16][CH3:17])[CH:14]=2)[N:9]([C:18](=[O:26])[C:19]2[CH:24]=[CH:23][C:22]([Cl:25])=[CH:21][CH:20]=2)[C:8]=1[CH3:27].CCN=C=NCCCN(C)C.Cl.CCN(C(C)C)C(C)C.[CH:50]1[C:55]([C:56](O)=[O:57])=[CH:54][CH:53]=[C:52]([I:59])[CH:51]=1.C1C=CC2N(O)N=NC=2C=1. Product: [Cl:25][C:22]1[CH:21]=[CH:20][C:19]([C:18]([N:9]2[C:10]3[C:15](=[CH:14][C:13]([O:16][CH3:17])=[CH:12][CH:11]=3)[C:7]([CH2:6][C:5]([NH:4][CH2:3][CH2:2][NH:1][C:56](=[O:57])[C:55]3[CH:54]=[CH:53][C:52]([I:59])=[CH:51][CH:50]=3)=[O:28])=[C:8]2[CH3:27])=[O:26])=[CH:24][CH:23]=1. The catalyst class is: 3. (6) Product: [NH2:1][C:2]1[NH:7][C:6]2=[N:8][CH:9]=[C:10]([CH:11]=[O:15])[C:5]2=[C:4]([NH2:13])[N:3]=1. The catalyst class is: 181. Reactant: [NH2:1][C:2]1[NH:7][C:6]2=[N:8][CH:9]=[C:10]([C:11]#N)[C:5]2=[C:4]([NH2:13])[N:3]=1.C(O)=[O:15]. (7) Reactant: Cl[CH2:2][CH2:3][CH2:4][S:5]([O:8][CH2:9][C:10]([CH3:35])([CH3:34])[C@@H:11]([O:26][CH2:27][C:28]1[CH:33]=[CH:32][CH:31]=[CH:30][CH:29]=1)[C:12]([O:14][CH2:15][O:16][C:17](=[O:25])[CH2:18][C:19]1[CH:24]=[CH:23][CH:22]=[CH:21][CH:20]=1)=[O:13])(=[O:7])=[O:6].[N-:36]=[N+:37]=[N-:38].[Na+]. Product: [N:36]([CH2:2][CH2:3][CH2:4][S:5]([O:8][CH2:9][C:10]([CH3:35])([CH3:34])[C@@H:11]([O:26][CH2:27][C:28]1[CH:33]=[CH:32][CH:31]=[CH:30][CH:29]=1)[C:12]([O:14][CH2:15][O:16][C:17](=[O:25])[CH2:18][C:19]1[CH:24]=[CH:23][CH:22]=[CH:21][CH:20]=1)=[O:13])(=[O:7])=[O:6])=[N+:37]=[N-:38]. The catalyst class is: 16.